Dataset: Reaction yield outcomes from USPTO patents with 853,638 reactions. Task: Predict the reaction yield, written as a fraction of the theoretical maximum amount of product (1.0 means a 100% yield; for example, 0.34 means a 34% yield). (1) The reactants are [Cl:1][C:2]1[CH:11]=[C:10]2[C:5]([CH:6]=[CH:7][C:8]([CH3:12])=[N:9]2)=[C:4]([N:13]2[CH2:18][CH2:17][N:16]([CH2:19][C:20]([C:22]3[CH:23]=[CH:24][C:25]4[O:30][CH2:29][C:28](=[O:31])[NH:27][C:26]=4[CH:32]=3)=[O:21])[CH2:15][CH2:14]2)[CH:3]=1.[BH4-].[Na+]. The catalyst is CO.C(Cl)Cl. The product is [Cl:1][C:2]1[CH:11]=[C:10]2[C:5]([CH:6]=[CH:7][C:8]([CH3:12])=[N:9]2)=[C:4]([N:13]2[CH2:14][CH2:15][N:16]([CH2:19][CH:20]([C:22]3[CH:23]=[CH:24][C:25]4[O:30][CH2:29][C:28](=[O:31])[NH:27][C:26]=4[CH:32]=3)[OH:21])[CH2:17][CH2:18]2)[CH:3]=1. The yield is 0.640. (2) The reactants are [C:1]1([CH:7]([C:13]2[CH:18]=[CH:17][CH:16]=[CH:15][CH:14]=2)[C@@H:8]([OH:12])[CH2:9][CH:10]=[CH2:11])[CH:6]=[CH:5][CH:4]=[CH:3][CH:2]=1.[H-].[Na+].[CH2:21](Br)[CH:22]=[CH2:23]. The catalyst is CN(C=O)C. The product is [C:13]1([CH:7]([C:1]2[CH:2]=[CH:3][CH:4]=[CH:5][CH:6]=2)[C@@H:8]([O:12][CH2:23][CH:22]=[CH2:21])[CH2:9][CH:10]=[CH2:11])[CH:14]=[CH:15][CH:16]=[CH:17][CH:18]=1. The yield is 0.850. (3) The reactants are [NH2:1][C:2]1[CH:11]=[C:10]([F:12])[CH:9]=[CH:8][C:3]=1[C:4]([NH:6][CH3:7])=[O:5].[Cl:13][C:14]1[CH:19]=[C:18](I)[C:17]([Cl:21])=[CH:16][N:15]=1.[O-]P([O-])([O-])=O.[K+].[K+].[K+].C1C=CC(P(C2C(OC3C(P(C4C=CC=CC=4)C4C=CC=CC=4)=CC=CC=3)=CC=CC=2)C2C=CC=CC=2)=CC=1. The catalyst is O1CCOCC1.CC([O-])=O.CC([O-])=O.[Pd+2]. The product is [Cl:13][C:14]1[CH:19]=[C:18]([NH:1][C:2]2[CH:11]=[C:10]([F:12])[CH:9]=[CH:8][C:3]=2[C:4]([NH:6][CH3:7])=[O:5])[C:17]([Cl:21])=[CH:16][N:15]=1. The yield is 0.330. (4) The product is [CH:13]1([N:19]2[C:23]([CH2:24][CH2:25][CH2:26][CH2:27][O:1][C:2]3[CH:3]=[C:4]4[C:9](=[CH:10][CH:11]=3)[NH:8][C:7](=[O:12])[CH2:6][CH2:5]4)=[N:22][N:21]=[N:20]2)[CH2:14][CH2:15][CH2:16][CH2:17][CH2:18]1. The yield is 0.877. The catalyst is [Cl-].C([N+](CCCC)(CCCC)CCCC)CCC.S([O-])([O-])=O.[Na+].[Na+].O. The reactants are [OH:1][C:2]1[CH:3]=[C:4]2[C:9](=[CH:10][CH:11]=1)[NH:8][C:7](=[O:12])[CH2:6][CH2:5]2.[CH:13]1([N:19]2[C:23]([CH2:24][CH2:25][CH2:26][CH2:27]Cl)=[N:22][N:21]=[N:20]2)[CH2:18][CH2:17][CH2:16][CH2:15][CH2:14]1.C(=O)([O-])[O-].[K+].[K+]. (5) The reactants are [CH3:1][CH2:2][CH2:3][CH2:4][CH2:5][CH:6]1[O:11][C:9](=O)[CH2:8][CH2:7]1.[C:12](O)(=O)C. No catalyst specified. The product is [CH3:12][C:9](=[O:11])[CH2:8][CH2:7][CH:6]=[CH:5][CH2:4][CH2:3][CH2:2][CH3:1]. The yield is 0.520. (6) The reactants are [Br:1][C:2]1[C:3]([NH2:18])=[N:4][CH:5]=[C:6]([C:8]2[CH:13]=[CH:12][C:11]([C:14]([F:17])([F:16])[F:15])=[CH:10][CH:9]=2)[CH:7]=1.C(=O)(O)[O-].[Na+].Cl[CH2:25][CH:26]=O. The catalyst is CCO. The yield is 0.630. The product is [Br:1][C:2]1[C:3]2[N:4]([CH:25]=[CH:26][N:18]=2)[CH:5]=[C:6]([C:8]2[CH:9]=[CH:10][C:11]([C:14]([F:17])([F:15])[F:16])=[CH:12][CH:13]=2)[CH:7]=1.